Dataset: Forward reaction prediction with 1.9M reactions from USPTO patents (1976-2016). Task: Predict the product of the given reaction. (1) Given the reactants [NH2:1][C:2]1[C:7]([C:8]#[N:9])=[C:6]([C:10]2[CH:19]=[CH:18][C:13]3[O:14][CH2:15][CH2:16][O:17][C:12]=3[CH:11]=2)[C:5]([C:20]#[N:21])=[C:4](SC2C=CC=CC=2)[N:3]=1.[N:29]1[CH:34]=[CH:33][CH:32]=[CH:31][C:30]=1[CH2:35][NH2:36], predict the reaction product. The product is: [NH2:1][C:2]1[C:7]([C:8]#[N:9])=[C:6]([C:10]2[CH:19]=[CH:18][C:13]3[O:14][CH2:15][CH2:16][O:17][C:12]=3[CH:11]=2)[C:5]([C:20]#[N:21])=[C:4]([NH:36][CH2:35][C:30]2[CH:31]=[CH:32][CH:33]=[CH:34][N:29]=2)[N:3]=1. (2) Given the reactants [Cl:1][C:2]1[C:3]([C:12]2([CH2:15]I)[CH2:14][CH2:13]2)=[N:4][CH:5]=[C:6]([C:8]([F:11])([F:10])[F:9])[CH:7]=1.[F:17][C:18]1[CH:28]=[CH:27][CH:26]=[C:25]([F:29])[C:19]=1[C:20]([NH:22][O:23][CH3:24])=[O:21].C(=O)([O-])[O-].[K+].[K+], predict the reaction product. The product is: [Cl:1][C:2]1[C:3]([C:12]2([CH2:15][N:22]([O:23][CH3:24])[C:20](=[O:21])[C:19]3[C:25]([F:29])=[CH:26][CH:27]=[CH:28][C:18]=3[F:17])[CH2:14][CH2:13]2)=[N:4][CH:5]=[C:6]([C:8]([F:11])([F:10])[F:9])[CH:7]=1.